This data is from Forward reaction prediction with 1.9M reactions from USPTO patents (1976-2016). The task is: Predict the product of the given reaction. (1) Given the reactants [NH2:1][C:2]1[C:11]2=[CH:12][N:13]([CH:15]3[O:19][CH:18]([C:20](C4C=CC=CC=4)(C4C=CC=CC=4)[O:21][SiH2]C(C)(C)C)[CH:17]([O:39][C:40](=[O:46])[CH2:41][CH2:42][CH2:43][CH2:44][CH3:45])[C:16]3([OH:48])[CH3:47])[N:14]=[C:9]3[C:10]2=[C:4]([C:5](=[O:49])[NH:6][N:7]=[CH:8]3)[CH:3]=1.CCCC[N+](CCCC)(CCCC)CCCC.[F-], predict the reaction product. The product is: [NH2:1][C:2]1[C:11]2=[CH:12][N:13]([CH:15]3[O:19][CH:18]([CH2:20][OH:21])[CH:17]([O:39][C:40](=[O:46])[CH2:41][CH2:42][CH2:43][CH2:44][CH3:45])[C:16]3([OH:48])[CH3:47])[N:14]=[C:9]3[C:10]2=[C:4]([C:5](=[O:49])[NH:6][N:7]=[CH:8]3)[CH:3]=1. (2) Given the reactants Br[C:2]1[CH:7]=[CH:6][C:5]2[O:8][C@H:9]3[CH2:14][CH2:13][O:12][CH2:11][C@@H:10]3[C@:15]3([CH2:19][S:18][C:17]([NH2:20])=[N:16]3)[C:4]=2[CH:3]=1.[Cl:21][C:22]1[CH:23]=[C:24](B(O)O)[CH:25]=[N:26][CH:27]=1.C([O-])([O-])=O.[Na+].[Na+], predict the reaction product. The product is: [Cl:21][C:22]1[CH:23]=[C:24]([C:2]2[CH:7]=[CH:6][C:5]3[O:8][C@H:9]4[CH2:14][CH2:13][O:12][CH2:11][C@@H:10]4[C@:15]4([CH2:19][S:18][C:17]([NH2:20])=[N:16]4)[C:4]=3[CH:3]=2)[CH:25]=[N:26][CH:27]=1. (3) Given the reactants [NH2:1][CH2:2][CH2:3][O:4][CH2:5][CH2:6][O:7][CH2:8][CH2:9][O:10][CH2:11][CH2:12][NH:13][S:14]([C:17]1[CH:22]=[CH:21][CH:20]=[C:19]([CH:23]2[C:32]3[C:27](=[C:28]([Cl:34])[CH:29]=[C:30]([Cl:33])[CH:31]=3)[CH2:26][N:25]([CH3:35])[CH2:24]2)[CH:18]=1)(=[O:16])=[O:15].C[CH2:37][N:38]([CH:42]([CH3:44])C)[CH:39]([CH3:41])C.[C:45]([O:63]N1C(=O)CCC1=O)(=O)[CH2:46][CH2:47][CH2:48][CH2:49][CH2:50][CH2:51][C:52]([O:54]N1C(=O)CCC1=O)=O, predict the reaction product. The product is: [Cl:33][C:30]1[CH:31]=[C:32]2[C:27](=[C:28]([Cl:34])[CH:29]=1)[CH2:26][N:25]([CH3:35])[CH2:24][CH:23]2[C:19]1[CH:18]=[C:17]([S:14]([NH:13][CH2:12][CH2:11][O:10][CH2:9][CH2:8][O:7][CH2:6][CH2:5][O:4][CH2:3][CH2:2][NH:1][C:52](=[O:54])[CH2:51][CH2:50][CH2:49][CH2:48][CH2:47][CH2:46][C:45]([NH:1][CH2:2][CH2:3][O:4][CH2:5][CH2:6][O:7][CH2:8][CH2:9][O:10][CH2:11][CH2:12][NH:13][S:14]([C:17]2[CH:22]=[CH:21][CH:20]=[C:19]([CH:44]3[C:32]4[C:41](=[C:28]([Cl:34])[CH:29]=[C:30]([Cl:33])[CH:31]=4)[CH2:39][N:38]([CH3:37])[CH2:42]3)[CH:18]=2)(=[O:16])=[O:15])=[O:63])(=[O:16])=[O:15])[CH:22]=[CH:21][CH:20]=1.